This data is from Catalyst prediction with 721,799 reactions and 888 catalyst types from USPTO. The task is: Predict which catalyst facilitates the given reaction. (1) Reactant: [CH3:1][C:2]1[C:9]([CH3:10])=[C:8]([O:11][CH3:12])[CH:7]=[CH:6][C:3]=1[CH:4]=[O:5].[CH2:13]([Mg]Br)[CH:14]=[CH2:15].C1COCC1.CCOCC. Product: [CH3:12][O:11][C:8]1[CH:7]=[CH:6][C:3]([CH:4]([OH:5])[CH2:15][CH:14]=[CH2:13])=[C:2]([CH3:1])[C:9]=1[CH3:10]. The catalyst class is: 237. (2) Reactant: C[O:2][C:3](=O)[C:4]1[CH:9]=[C:8]([C:10]2[CH:15]=[CH:14][C:13]([Cl:16])=[C:12]([Cl:17])[CH:11]=2)[CH:7]=[N:6][CH:5]=1. Product: [Cl:17][C:12]1[CH:11]=[C:10]([C:8]2[CH:9]=[C:4]([CH2:3][OH:2])[CH:5]=[N:6][CH:7]=2)[CH:15]=[CH:14][C:13]=1[Cl:16]. The catalyst class is: 1. (3) Reactant: [C:1]([N:4]1[CH2:9][CH2:8][C:7](=[N:10]O)[CH2:6][CH2:5]1)(=[O:3])[CH3:2]. Product: [NH2:10][CH:7]1[CH2:8][CH2:9][N:4]([C:1](=[O:3])[CH3:2])[CH2:5][CH2:6]1. The catalyst class is: 171.